This data is from Reaction yield outcomes from USPTO patents with 853,638 reactions. The task is: Predict the reaction yield, written as a fraction of the theoretical maximum amount of product (1.0 means a 100% yield; for example, 0.34 means a 34% yield). (1) The reactants are CO[C:3]1[CH:4]=[C:5]([CH:8]=[CH:9][C:10]=1[N+:11]([O-])=O)[C:6]#[N:7].[CH:14]1([NH2:19])[CH2:18][CH2:17][CH2:16][CH2:15]1. The catalyst is CS(C)=O. The product is [NH2:11][C:10]1[CH:9]=[CH:8][C:5]([C:6]#[N:7])=[CH:4][C:3]=1[NH:19][CH:14]1[CH2:18][CH2:17][CH2:16][CH2:15]1. The yield is 0.290. (2) The reactants are [F:1][C:2]([F:27])([F:26])[C:3]1[CH:8]=[CH:7][C:6]([C:9]2[C:13]3[CH:14]=[CH:15][C:16](OS(C(F)(F)F)(=O)=O)=[CH:17][C:12]=3[S:11][N:10]=2)=[CH:5][CH:4]=1.N1CCCCC1.[CH2:34]([OH:39])[CH2:35][CH2:36][C:37]#[CH:38].Cl. The catalyst is [Cu]I. The product is [F:27][C:2]([F:1])([F:26])[C:3]1[CH:8]=[CH:7][C:6]([C:9]2[C:13]3[CH:14]=[CH:15][C:16]([C:38]#[C:37][CH2:36][CH2:35][CH2:34][OH:39])=[CH:17][C:12]=3[S:11][N:10]=2)=[CH:5][CH:4]=1. The yield is 0.960. (3) The reactants are [C:1]([O:5][C:6]([N:8]1[CH2:11][CH:10]([N:12]2[CH:16]=[CH:15][N:14]=[C:13]2[C:17]2[S:18][C:19]3[CH2:20][CH2:21][O:22][C:23]4[CH:30]=[C:29]([C:31]5[CH:32]=[N:33][N:34]([CH2:36][C:37]([OH:40])([CH3:39])[CH3:38])[CH:35]=5)[CH:28]=[CH:27][C:24]=4[C:25]=3[N:26]=2)[CH2:9]1)=[O:7])([CH3:4])([CH3:3])[CH3:2].CN(C)C=O.[Cl:46]N1C(=O)CCC1=O.Cl. The catalyst is O. The product is [C:1]([O:5][C:6]([N:8]1[CH2:9][CH:10]([N:12]2[C:16]([Cl:46])=[CH:15][N:14]=[C:13]2[C:17]2[S:18][C:19]3[CH2:20][CH2:21][O:22][C:23]4[CH:30]=[C:29]([C:31]5[CH:32]=[N:33][N:34]([CH2:36][C:37]([OH:40])([CH3:39])[CH3:38])[CH:35]=5)[CH:28]=[CH:27][C:24]=4[C:25]=3[N:26]=2)[CH2:11]1)=[O:7])([CH3:4])([CH3:3])[CH3:2]. The yield is 0.750. (4) The reactants are [CH:1]([O:4][C:5]1[CH:21]=[CH:20][C:8]([C:9]([C:11]2[CH:16]=[CH:15][C:14]([N+:17]([O-])=O)=[CH:13][CH:12]=2)=O)=[CH:7][CH:6]=1)([CH3:3])[CH3:2].Cl. The catalyst is [Pd].C(O)C. The product is [CH:1]([O:4][C:5]1[CH:21]=[CH:20][C:8]([CH2:9][C:11]2[CH:12]=[CH:13][C:14]([NH2:17])=[CH:15][CH:16]=2)=[CH:7][CH:6]=1)([CH3:3])[CH3:2]. The yield is 0.870. (5) The reactants are [OH:1][CH:2]([CH2:7][NH:8][S:9]([C:12]1[CH:17]=[CH:16][CH:15]=[CH:14][C:13]=1[N+:18]([O-:20])=[O:19])(=[O:11])=[O:10])[C:3]([O:5][CH3:6])=[O:4].[C:21](=O)([O-])[O-].[Cs+].[Cs+].CI.CN(C)C=O. The catalyst is O. The product is [OH:1][CH:2]([CH2:7][N:8]([CH3:21])[S:9]([C:12]1[CH:17]=[CH:16][CH:15]=[CH:14][C:13]=1[N+:18]([O-:20])=[O:19])(=[O:10])=[O:11])[C:3]([O:5][CH3:6])=[O:4]. The yield is 1.00.